This data is from Forward reaction prediction with 1.9M reactions from USPTO patents (1976-2016). The task is: Predict the product of the given reaction. (1) Given the reactants [Cl:1][C:2]1[CH:3]=[C:4]2[C:8](=[CH:9][CH:10]=1)[N:7]([CH:11]1[CH2:16][CH2:15][CH2:14][CH2:13][O:12]1)[N:6]=[C:5]2[CH2:17][N:18]1C(=O)C2C(=CC=CC=2)C1=O.O.NN, predict the reaction product. The product is: [Cl:1][C:2]1[CH:3]=[C:4]2[C:8](=[CH:9][CH:10]=1)[N:7]([CH:11]1[CH2:16][CH2:15][CH2:14][CH2:13][O:12]1)[N:6]=[C:5]2[CH2:17][NH2:18]. (2) Given the reactants [CH2:1]([S:3]([N:6]1[CH2:11][CH2:10][CH:9]([C:12]2[C:20]3[C:15](=[C:16]([C:29]([NH2:31])=[O:30])[CH:17]=[C:18]([C:21]4[CH:26]=[CH:25][C:24]([CH:27]=O)=[CH:23][CH:22]=4)[CH:19]=3)[NH:14][CH:13]=2)[CH2:8][CH2:7]1)(=[O:5])=[O:4])[CH3:2].[CH3:32][CH:33]([NH2:35])[CH3:34].C(O[BH-](OC(=O)C)OC(=O)C)(=O)C.[Na+], predict the reaction product. The product is: [CH2:1]([S:3]([N:6]1[CH2:11][CH2:10][CH:9]([C:12]2[C:20]3[C:15](=[C:16]([C:29]([NH2:31])=[O:30])[CH:17]=[C:18]([C:21]4[CH:26]=[CH:25][C:24]([CH2:27][NH:35][CH:33]([CH3:34])[CH3:32])=[CH:23][CH:22]=4)[CH:19]=3)[NH:14][CH:13]=2)[CH2:8][CH2:7]1)(=[O:4])=[O:5])[CH3:2]. (3) Given the reactants [C:1]([NH:4][C:5]1[CH:6]=[C:7]([CH:11]=[C:12]([Br:14])[CH:13]=1)[C:8]([OH:10])=O)(=[O:3])[CH3:2].CN(C(ON1N=NC2C=CC=NC1=2)=[N+](C)C)C.F[P-](F)(F)(F)(F)F.Cl.[NH2:40][C:41]1[CH:46]=[CH:45][CH:44]=[CH:43][C:42]=1[CH2:47][C:48]([O:50][CH3:51])=[O:49], predict the reaction product. The product is: [C:1]([NH:4][C:5]1[CH:6]=[C:7]([CH:11]=[C:12]([Br:14])[CH:13]=1)[C:8]([NH:40][C:41]1[CH:46]=[CH:45][CH:44]=[CH:43][C:42]=1[CH2:47][C:48]([O:50][CH3:51])=[O:49])=[O:10])(=[O:3])[CH3:2]. (4) The product is: [Cl:4][C:5]1[CH:6]=[C:7]([CH2:13][C:14]([OH:16])=[O:15])[CH:8]=[CH:9][C:10]=1[S:11][CH3:12]. Given the reactants O.NN.[Cl:4][C:5]1[CH:6]=[C:7]([C:13](=O)[C:14]([OH:16])=[O:15])[CH:8]=[CH:9][C:10]=1[S:11][CH3:12].[OH-].[K+].C(OCC)(=O)C.CCCCCC, predict the reaction product. (5) Given the reactants [NH2:1][C:2]1[CH:10]=[CH:9][C:5]([C:6]([OH:8])=[O:7])=[CH:4][CH:3]=1.[OH-].[Na+].[C:13](O[C:13]([O:15][C:16]([CH3:19])([CH3:18])[CH3:17])=[O:14])([O:15][C:16]([CH3:19])([CH3:18])[CH3:17])=[O:14], predict the reaction product. The product is: [C:13]([NH:1][C:2]1[CH:10]=[CH:9][C:5]([C:6]([OH:8])=[O:7])=[CH:4][CH:3]=1)([O:15][C:16]([CH3:19])([CH3:18])[CH3:17])=[O:14]. (6) Given the reactants [N+:1]([C:4]1[CH:9]=[CH:8][C:7]([C:10]2[O:14][C:13]([C:15]([OH:17])=[O:16])=[CH:12][CH:11]=2)=[CH:6][CH:5]=1)([O-:3])=[O:2].[C:18](Cl)(=O)C(Cl)=O.C(N(CC)CC)C, predict the reaction product. The product is: [N+:1]([C:4]1[CH:9]=[CH:8][C:7]([C:10]2[O:14][C:13]([C:15]([O:17][CH3:18])=[O:16])=[CH:12][CH:11]=2)=[CH:6][CH:5]=1)([O-:3])=[O:2].